Predict which catalyst facilitates the given reaction. From a dataset of Catalyst prediction with 721,799 reactions and 888 catalyst types from USPTO. (1) Reactant: [Cl:1][C:2]1[C:3]([O:22][CH3:23])=[C:4]([C:19](=[O:21])[CH3:20])[CH:5]=[C:6]([O:8][Si:9]([CH:16]([CH3:18])[CH3:17])([CH:13]([CH3:15])[CH3:14])[CH:10]([CH3:12])[CH3:11])[CH:7]=1.[Br:24]Br.C(=O)([O-])O.[Na+].CCOC(C)=O. Product: [Br:24][CH2:20][C:19]([C:4]1[CH:5]=[C:6]([O:8][Si:9]([CH:10]([CH3:11])[CH3:12])([CH:16]([CH3:17])[CH3:18])[CH:13]([CH3:14])[CH3:15])[CH:7]=[C:2]([Cl:1])[C:3]=1[O:22][CH3:23])=[O:21]. The catalyst class is: 22. (2) Reactant: [C:1]([C:3]1[C:4]([C:20]([F:23])([F:22])[F:21])=[C:5]2[C:9](=[CH:10][CH:11]=1)[N:8]([CH2:12][C:13](=[NH:16])[NH:14][OH:15])[C:7]([CH2:17][CH2:18][CH3:19])=[CH:6]2)#[N:2].[Br:24][C:25]1[CH:26]=[CH:27][C:28]([Cl:34])=[C:29]([CH:33]=1)[C:30](Cl)=O.C(N(CC)CC)C. Product: [Br:24][C:25]1[CH:26]=[CH:27][C:28]([Cl:34])=[C:29]([C:30]2[O:15][N:14]=[C:13]([CH2:12][N:8]3[C:9]4[C:5](=[C:4]([C:20]([F:22])([F:23])[F:21])[C:3]([C:1]#[N:2])=[CH:11][CH:10]=4)[CH:6]=[C:7]3[CH2:17][CH2:18][CH3:19])[N:16]=2)[CH:33]=1. The catalyst class is: 10. (3) Reactant: CS(O[CH2:6][CH2:7][O:8][C:9]1[CH:14]=[CH:13][C:12]([CH2:15][N:16]2[C:24]3[C:19](=[CH:20][C:21]([O:25][CH2:26][C:27]4[CH:32]=[CH:31][CH:30]=[CH:29][CH:28]=4)=[CH:22][CH:23]=3)[C:18]([CH3:33])=[C:17]2[C:34]2[CH:39]=[CH:38][C:37]([O:40][CH2:41][C:42]3[CH:47]=[CH:46][CH:45]=[CH:44][CH:43]=3)=[CH:36][CH:35]=2)=[CH:11][CH:10]=1)(=O)=O.Cl.[F:49][CH2:50][C@@H:51]1[CH2:55][CH2:54][NH:53][CH2:52]1.C(=O)([O-])[O-].[K+].[K+]. The catalyst class is: 10. Product: [CH2:26]([O:25][C:21]1[CH:20]=[C:19]2[C:24](=[CH:23][CH:22]=1)[N:16]([CH2:15][C:12]1[CH:13]=[CH:14][C:9]([O:8][CH2:7][CH2:6][N:53]3[CH2:54][CH2:55][C@@H:51]([CH2:50][F:49])[CH2:52]3)=[CH:10][CH:11]=1)[C:17]([C:34]1[CH:35]=[CH:36][C:37]([O:40][CH2:41][C:42]3[CH:47]=[CH:46][CH:45]=[CH:44][CH:43]=3)=[CH:38][CH:39]=1)=[C:18]2[CH3:33])[C:27]1[CH:28]=[CH:29][CH:30]=[CH:31][CH:32]=1. (4) Reactant: [C:1]([O-:10])(=[O:9])[C:2]1[C:3](=[CH:5][CH:6]=[CH:7][CH:8]=1)[OH:4].[Na+:11].C(O)(=O)C1C(=CC=CC=1)[OH:15]. Product: [C:1]([OH:10])(=[O:9])[C:2]1[C:3](=[CH:5][CH:6]=[CH:7][CH:8]=1)[OH:4].[OH-:15].[Na+:11]. The catalyst class is: 6. (5) Reactant: [NH2:1][C:2]1[N:7]=[CH:6][N:5]=[C:4]([C:8]([CH3:11])([CH3:10])[CH3:9])[CH:3]=1.Cl[C:13](Cl)([O:15]C(=O)OC(Cl)(Cl)Cl)Cl.C(N(C(C)C)CC)(C)C.[CH3:33][NH:34][C:35]([C:37]1[CH:42]=[C:41]([O:43][C:44]2[CH:49]=[CH:48][C:47]([NH2:50])=[C:46]([F:51])[CH:45]=2)[CH:40]=[CH:39][N:38]=1)=[O:36]. Product: [CH3:33][NH:34][C:35]([C:37]1[CH:42]=[C:41]([O:43][C:44]2[CH:49]=[CH:48][C:47]([NH:50][C:13]([NH:1][C:2]3[CH:3]=[C:4]([C:8]([CH3:11])([CH3:10])[CH3:9])[N:5]=[CH:6][N:7]=3)=[O:15])=[C:46]([F:51])[CH:45]=2)[CH:40]=[CH:39][N:38]=1)=[O:36]. The catalyst class is: 118. (6) Reactant: [CH3:1][O:2][CH2:3][CH2:4][O:5][CH2:6][C@@H:7]([C:19]([O:21][CH3:22])=[O:20])[NH:8]C(OCC1C=CC=CC=1)=O. Product: [CH3:1][O:2][CH2:3][CH2:4][O:5][CH2:6][C@@H:7]([C:19]([O:21][CH3:22])=[O:20])[NH2:8]. The catalyst class is: 50.